Dataset: Peptide-MHC class I binding affinity with 185,985 pairs from IEDB/IMGT. Task: Regression. Given a peptide amino acid sequence and an MHC pseudo amino acid sequence, predict their binding affinity value. This is MHC class I binding data. (1) The peptide sequence is ILHRLAPWI. The MHC is HLA-B39:01 with pseudo-sequence HLA-B39:01. The binding affinity (normalized) is 0.0847. (2) The peptide sequence is NQLYLTVSF. The MHC is HLA-B27:05 with pseudo-sequence HLA-B27:05. The binding affinity (normalized) is 0.0847. (3) The peptide sequence is QVPLRPMTFK. The MHC is HLA-A02:03 with pseudo-sequence HLA-A02:03. The binding affinity (normalized) is 0.